This data is from Forward reaction prediction with 1.9M reactions from USPTO patents (1976-2016). The task is: Predict the product of the given reaction. Given the reactants C[O:2][C:3]([C:5]1[N:9]([CH2:10][C:11]2[CH:16]=[CH:15][C:14]([O:17][CH3:18])=[CH:13][CH:12]=2)[N:8]=[C:7]([NH2:19])[CH:6]=1)=[O:4].[NH:20]([C:28]([O:30][C:31]([CH3:34])([CH3:33])[CH3:32])=[O:29])[C@H:21]([C:25](O)=[O:26])[CH:22]([CH3:24])[CH3:23].C(P1(=O)OP(CCC)(=O)OP(CCC)(=O)O1)CC.CN1CCOCC1, predict the reaction product. The product is: [C:31]([O:30][C:28]([NH:20][CH:21]([CH:22]([CH3:24])[CH3:23])[C:25]([NH:19][C:7]1[CH:6]=[C:5]([C:3]([OH:2])=[O:4])[N:9]([CH2:10][C:11]2[CH:16]=[CH:15][C:14]([O:17][CH3:18])=[CH:13][CH:12]=2)[N:8]=1)=[O:26])=[O:29])([CH3:34])([CH3:33])[CH3:32].